From a dataset of Forward reaction prediction with 1.9M reactions from USPTO patents (1976-2016). Predict the product of the given reaction. (1) Given the reactants [Cl-].C[N:3]([CH3:14])[CH:4]=[C:5]([C:10]([F:13])([F:12])[F:11])[CH:6]=[N+:7](C)C.Cl.[CH2:16]([N:23]1[CH2:28][CH2:27][N:26](C(N)=N)[CH2:25][CH2:24]1)[C:17]1[CH:22]=[CH:21][CH:20]=[CH:19][CH:18]=1.C(N(CC)CC)C, predict the reaction product. The product is: [CH2:16]([N:23]1[CH2:28][CH2:27][N:26]([C:14]2[N:3]=[CH:4][C:5]([C:10]([F:11])([F:12])[F:13])=[CH:6][N:7]=2)[CH2:25][CH2:24]1)[C:17]1[CH:18]=[CH:19][CH:20]=[CH:21][CH:22]=1. (2) Given the reactants [OH:1][CH:2]1[CH2:7][CH2:6][NH:5][CH:4]([C:8]([O:10][CH3:11])=[O:9])[CH2:3]1.C(N(CC)CC)C.[C:19](O[C:19]([O:21][C:22]([CH3:25])([CH3:24])[CH3:23])=[O:20])([O:21][C:22]([CH3:25])([CH3:24])[CH3:23])=[O:20], predict the reaction product. The product is: [OH:1][CH:2]1[CH2:7][CH2:6][N:5]([C:19]([O:21][C:22]([CH3:25])([CH3:24])[CH3:23])=[O:20])[CH:4]([C:8]([O:10][CH3:11])=[O:9])[CH2:3]1. (3) Given the reactants [CH3:1][O:2][C:3](=[O:19])[C:4]1[CH:17]=[CH:16][C:7]([C:8]([NH:10][CH2:11][Si:12]([CH3:15])([CH3:14])[CH3:13])=O)=[CH:6][C:5]=1[CH3:18].COC1C=CC(P2(=S)SP(=S)(C3C=CC(OC)=CC=3)[S:29]2)=CC=1, predict the reaction product. The product is: [CH3:1][O:2][C:3](=[O:19])[C:4]1[CH:17]=[CH:16][C:7]([C:8](=[S:29])[NH:10][CH2:11][Si:12]([CH3:15])([CH3:14])[CH3:13])=[CH:6][C:5]=1[CH3:18]. (4) Given the reactants [CH2:1]([C:3]1[NH:4][C:5]([C:8]2[C:9](F)=[CH:10][C:11]([CH3:30])=[C:12]([C:14]([N:16]3[CH2:21][CH2:20][CH:19]([C:22]4[CH:29]=[CH:28][C:25]([C:26]#[N:27])=[CH:24][CH:23]=4)[CH2:18][CH2:17]3)=[O:15])[CH:13]=2)=[N:6][N:7]=1)[CH3:2].Cl.[NH:33]1[CH2:36][CH2:35][CH2:34]1.C(=O)([O-])[O-].[K+].[K+], predict the reaction product. The product is: [N:33]1([C:9]2[C:8]([C:5]3[NH:4][C:3]([CH2:1][CH3:2])=[N:7][N:6]=3)=[CH:13][C:12]([C:14]([N:16]3[CH2:17][CH2:18][CH:19]([C:22]4[CH:23]=[CH:24][C:25]([C:26]#[N:27])=[CH:28][CH:29]=4)[CH2:20][CH2:21]3)=[O:15])=[C:11]([CH3:30])[CH:10]=2)[CH2:36][CH2:35][CH2:34]1. (5) Given the reactants II.[CH3:3][C:4]1([CH3:10])[CH2:8][O:7][C:6](=[O:9])[NH:5]1.C(O[I:15](C1C=CC=CC=1)OC(=O)C)(=O)C, predict the reaction product. The product is: [I:15][N:5]1[C:4]([CH3:10])([CH3:3])[CH2:8][O:7][C:6]1=[O:9]. (6) Given the reactants [OH:1][CH:2]1[CH2:25][N:24]([C:26]([O:28][C:29]([CH3:32])([CH3:31])[CH3:30])=[O:27])[C:5]2=[N:6][C:7]([C:17]3[CH:22]=[CH:21][C:20]([CH3:23])=[CH:19][CH:18]=3)=[C:8]([C:10]3[CH:15]=[CH:14][C:13]([CH3:16])=[CH:12][CH:11]=3)[N:9]=[C:4]2[CH:3]1[OH:33].[C:34](N1C=CN=C1)(N1C=CN=C1)=[S:35], predict the reaction product. The product is: [S:35]=[C:34]1[O:33][CH:3]2[C:4]3[C:5]([N:24]([C:26]([O:28][C:29]([CH3:30])([CH3:32])[CH3:31])=[O:27])[CH2:25][CH:2]2[O:1]1)=[N:6][C:7]([C:17]1[CH:22]=[CH:21][C:20]([CH3:23])=[CH:19][CH:18]=1)=[C:8]([C:10]1[CH:11]=[CH:12][C:13]([CH3:16])=[CH:14][CH:15]=1)[N:9]=3. (7) Given the reactants [F:1][C:2]1[CH:7]=[C:6]([CH2:8][CH2:9][O:10][C:11]2[CH:16]=[CH:15][C:14]([C:17]([F:20])([F:19])[F:18])=[CH:13][CH:12]=2)[CH:5]=[CH:4][C:3]=1[CH:21]1OCCO1.Cl.[N:27]1([C:33]([O:35][C:36]([CH3:39])([CH3:38])[CH3:37])=[O:34])[CH2:32][CH2:31][NH:30][CH2:29][CH2:28]1.C([O-])(O)=O.[Na+], predict the reaction product. The product is: [F:1][C:2]1[CH:7]=[C:6]([CH2:8][CH2:9][O:10][C:11]2[CH:16]=[CH:15][C:14]([C:17]([F:18])([F:19])[F:20])=[CH:13][CH:12]=2)[CH:5]=[CH:4][C:3]=1[CH2:21][N:30]1[CH2:31][CH2:32][N:27]([C:33]([O:35][C:36]([CH3:39])([CH3:38])[CH3:37])=[O:34])[CH2:28][CH2:29]1. (8) Given the reactants [CH3:1][C:2]1([CH3:11])[N:6]2[C:7](=[O:10])[CH2:8][CH2:9][C@@H:5]2[CH2:4][O:3]1.[CH:12]([N-]C(C)C)([CH3:14])[CH3:13].[Li+].[CH2:20](Br)[CH:21]=[CH2:22], predict the reaction product. The product is: [CH2:14]([C:8]1([CH2:22][CH:21]=[CH2:20])[C:7](=[O:10])[N:6]2[C:2]([CH3:11])([CH3:1])[O:3][CH2:4][C@H:5]2[CH2:9]1)[CH:12]=[CH2:13]. (9) The product is: [F:37][C:2]1([F:1])[O:6][C:5]2[CH:7]=[CH:8][C:9]([C:11]3([C:14]([NH:16][C@H:17]4[C:26]5[C:21](=[CH:22][C:23]([CH3:27])=[CH:24][CH:25]=5)[O:20][C@@H:19]([C:28]5[CH:29]=[C:30]([CH:34]=[CH:35][CH:36]=5)[C:31]([NH:69][CH2:68][C@@H:66]5[CH2:65][O:64][C:63]([CH3:70])([CH3:62])[O:67]5)=[O:33])[CH2:18]4)=[O:15])[CH2:13][CH2:12]3)=[CH:10][C:4]=2[O:3]1. Given the reactants [F:1][C:2]1([F:37])[O:6][C:5]2[CH:7]=[CH:8][C:9]([C:11]3([C:14]([NH:16][C@H:17]4[C:26]5[C:21](=[CH:22][C:23]([CH3:27])=[CH:24][CH:25]=5)[O:20][C@@H:19]([C:28]5[CH:29]=[C:30]([CH:34]=[CH:35][CH:36]=5)[C:31]([OH:33])=O)[CH2:18]4)=[O:15])[CH2:13][CH2:12]3)=[CH:10][C:4]=2[O:3]1.CN(C(ON1N=NC2C=CC=NC1=2)=[N+](C)C)C.F[P-](F)(F)(F)(F)F.[CH3:62][C:63]1([CH3:70])[O:67][C@H:66]([CH2:68][NH2:69])[CH2:65][O:64]1, predict the reaction product.